Dataset: HIV replication inhibition screening data with 41,000+ compounds from the AIDS Antiviral Screen. Task: Binary Classification. Given a drug SMILES string, predict its activity (active/inactive) in a high-throughput screening assay against a specified biological target. (1) The drug is O=[N+]([O-])C(Cl)(Cl)C=C(Cl)C(Cl)(Cl)[N+](=O)[O-]. The result is 0 (inactive). (2) The compound is Cc1c(NC(=O)C(C)(C)Br)c(=O)oc2c(C)c3occc(=O)c3cc12. The result is 0 (inactive). (3) The compound is COc1cc2c(c(OC)c1OC)-c1ccc(SC)c(=S)cc1C(NC(C)=O)CC2. The result is 0 (inactive). (4) The drug is CC1(C)COC2(OC1)C1=NS(=O)(=O)CC13CCC2C3(C)C. The result is 0 (inactive). (5) The drug is Cl.O=C(CCCN1CCC2(CC1)CC(c1ccccc1)OC2=O)c1ccc(F)cc1. The result is 0 (inactive). (6) The molecule is O=c1c(O)c(-c2ccccc2)oc2ccccc12. The result is 0 (inactive).